This data is from Full USPTO retrosynthesis dataset with 1.9M reactions from patents (1976-2016). The task is: Predict the reactants needed to synthesize the given product. Given the product [CH:12]([O:11][C:6]1[CH:7]=[CH:8][CH:9]=[CH:10][C:5]=1[CH2:4][NH:3][O:2][CH3:1])([CH3:14])[CH3:13], predict the reactants needed to synthesize it. The reactants are: [CH3:1][O:2][N:3]=[CH:4][C:5]1[CH:10]=[CH:9][CH:8]=[CH:7][C:6]=1[O:11][CH:12]([CH3:14])[CH3:13].C([BH3-])#N.[Na+].